Dataset: Catalyst prediction with 721,799 reactions and 888 catalyst types from USPTO. Task: Predict which catalyst facilitates the given reaction. (1) Reactant: [Br:1][C:2]1[CH:18]=[CH:17][C:5]([C:6]([CH:8]2[CH2:15][C:11]3[S:12][CH:13]=[CH:14][C:10]=3[C:9]2=O)=O)=[CH:4][CH:3]=1.O.[NH2:20][NH2:21].C(O)(=O)C. Product: [Br:1][C:2]1[CH:18]=[CH:17][C:5]([C:6]2[C:8]3[CH2:15][C:11]4[S:12][CH:13]=[CH:14][C:10]=4[C:9]=3[NH:21][N:20]=2)=[CH:4][CH:3]=1. The catalyst class is: 8. (2) Reactant: [O:1]=[C:2]([N:7]1[CH2:12][CH2:11][CH2:10][CH2:9][C@H:8]1[C:13]([O:15][CH2:16][CH3:17])=[O:14])[C:3](=[O:6])OC.[CH3:18][C:19]([Mg]Cl)([CH3:22])[CH2:20][CH3:21].[NH4+].[Cl-]. Product: [O:1]=[C:2]([N:7]1[CH2:12][CH2:11][CH2:10][CH2:9][C@H:8]1[C:13]([O:15][CH2:16][CH3:17])=[O:14])[C:3](=[O:6])[C:19]([CH3:22])([CH3:18])[CH2:20][CH3:21]. The catalyst class is: 1.